This data is from Catalyst prediction with 721,799 reactions and 888 catalyst types from USPTO. The task is: Predict which catalyst facilitates the given reaction. (1) Reactant: [F:1][CH:2]([F:38])[C:3]1[CH:7]=[C:6]([CH:8]([F:10])[F:9])[N:5]([CH2:11][C:12](N2CCC(C3SC=C(C4CC(C5C(O)=CC=CC=5Cl)ON=4)N=3)CC2)=[O:13])[N:4]=1.C(=O)([O-])[O-].[K+].[K+].C(Br)C=C.O. Product: [F:38][CH:2]([F:1])[C:3]1[CH:7]=[C:6]([CH:8]([F:10])[F:9])[N:5]([CH2:11][CH:12]=[O:13])[N:4]=1. The catalyst class is: 21. (2) Reactant: C([O:8][C:9]1[CH:14]=[CH:13][C:12]([C:15]2[C:19]([C:20]3[CH:25]=[CH:24][N:23]=[CH:22][CH:21]=3)=[CH:18][N:17]([CH2:26][CH2:27][F:28])[N:16]=2)=[CH:11][CH:10]=1)C1C=CC=CC=1. Product: [F:28][CH2:27][CH2:26][N:17]1[CH:18]=[C:19]([C:20]2[CH:21]=[CH:22][N:23]=[CH:24][CH:25]=2)[C:15]([C:12]2[CH:13]=[CH:14][C:9]([OH:8])=[CH:10][CH:11]=2)=[N:16]1. The catalyst class is: 591. (3) Reactant: C(N(CC)CC)C.[OH:8][C:9]1[C:19]2[CH2:18][CH2:17][N:16]([C:20](=[O:25])[C:21]([F:24])([F:23])[F:22])[CH2:15][CH2:14][C:13]=2[CH:12]=[CH:11][C:10]=1[I:26].[F:27][C:28]([F:41])([F:40])[S:29](O[S:29]([C:28]([F:41])([F:40])[F:27])(=[O:31])=[O:30])(=[O:31])=[O:30]. Product: [I:26][C:10]1[CH:11]=[CH:12][C:13]2[CH2:14][CH2:15][N:16]([C:20](=[O:25])[C:21]([F:24])([F:22])[F:23])[CH2:17][CH2:18][C:19]=2[C:9]=1[O:8][S:29]([C:28]([F:41])([F:40])[F:27])(=[O:31])=[O:30]. The catalyst class is: 2.